From a dataset of Full USPTO retrosynthesis dataset with 1.9M reactions from patents (1976-2016). Predict the reactants needed to synthesize the given product. (1) Given the product [Cl:1][C:19]1[CH:20]=[CH:21][C:15]([N:9]2[CH2:10][CH2:11][O:12][CH2:13][CH2:14]2)=[CH:16][C:17]=1[NH2:18], predict the reactants needed to synthesize it. The reactants are: [Cl:1]N1C(=O)CCC1=O.[N:9]1([C:15]2[CH:16]=[C:17]([CH:19]=[CH:20][CH:21]=2)[NH2:18])[CH2:14][CH2:13][O:12][CH2:11][CH2:10]1.N. (2) Given the product [NH2:33][C:31]1[S:32][C:28]2[CH:27]=[C:26]([C:2]3[N:7]=[C:6]([NH:8][S:9]([C:12]4[CH:17]=[CH:16][CH:15]=[CH:14][CH:13]=4)(=[O:11])=[O:10])[CH:5]=[CH:4][CH:3]=3)[CH:38]=[CH:37][C:29]=2[N:30]=1, predict the reactants needed to synthesize it. The reactants are: Cl[C:2]1[N:7]=[C:6]([NH:8][S:9]([C:12]2[CH:17]=[CH:16][CH:15]=[CH:14][CH:13]=2)(=[O:11])=[O:10])[CH:5]=[CH:4][CH:3]=1.CC1(C)C(C)(C)OC([C:26]2[CH:38]=[CH:37][C:29]3[N:30]=[C:31]([NH:33]C(=O)C)[S:32][C:28]=3[CH:27]=2)O1.C([O-])([O-])=O.[Na+].[Na+]. (3) Given the product [Cl:1][C:2]1[N:7]=[C:6]([C:8]2[S:48][C:46]([N:38]3[CH2:43][CH2:42][S:41](=[O:45])(=[O:44])[CH2:40][CH2:39]3)=[N:47][C:9]=2[C:11]2[C:12]([F:29])=[C:13]([NH:17][S:18]([C:21]3[C:26]([F:27])=[CH:25][CH:24]=[CH:23][C:22]=3[F:28])(=[O:20])=[O:19])[CH:14]=[CH:15][CH:16]=2)[CH:5]=[CH:4][N:3]=1, predict the reactants needed to synthesize it. The reactants are: [Cl:1][C:2]1[N:7]=[C:6]([CH2:8][C:9]([C:11]2[C:12]([F:29])=[C:13]([NH:17][S:18]([C:21]3[C:26]([F:27])=[CH:25][CH:24]=[CH:23][C:22]=3[F:28])(=[O:20])=[O:19])[CH:14]=[CH:15][CH:16]=2)=O)[CH:5]=[CH:4][N:3]=1.C1C(=O)N(Br)C(=O)C1.[N:38]1([C:46](=[S:48])[NH2:47])[CH2:43][CH2:42][S:41](=[O:45])(=[O:44])[CH2:40][CH2:39]1. (4) The reactants are: CC1C=C(N2CCN(CCOC3C=CC=CC=3)C2=O)SC=1C(O)=O.[F:25][C:26]1[CH:47]=[CH:46][C:29]([CH2:30][N:31]2[CH2:35][CH2:34][N:33]([C:36]3[S:40][C:39]([C:41]([OH:43])=O)=[C:38]([CH3:44])[CH:37]=3)[C:32]2=[O:45])=[CH:28][CH:27]=1.[CH3:48][N:49]1[CH:53]=[C:52]([CH2:54][NH2:55])[CH:51]=[N:50]1. Given the product [F:25][C:26]1[CH:47]=[CH:46][C:29]([CH2:30][N:31]2[CH2:35][CH2:34][N:33]([C:36]3[S:40][C:39]([C:41]([NH:55][CH2:54][C:52]4[CH:51]=[N:50][N:49]([CH3:48])[CH:53]=4)=[O:43])=[C:38]([CH3:44])[CH:37]=3)[C:32]2=[O:45])=[CH:28][CH:27]=1, predict the reactants needed to synthesize it. (5) Given the product [CH2:11]([O:18][C@H:19]1[C@@H:23]([CH2:24][C@@H:25]2[CH2:29][O:28][C:27]([CH3:30])([CH3:31])[O:26]2)[O:22][C@@H:21]([CH2:32][CH:33]([C:2]2[O:1][CH:5]=[CH:4][CH:3]=2)[OH:34])[C@@H:20]1[O:35][CH2:36][C:37]1[CH:38]=[CH:39][C:40]([O:43][CH3:44])=[CH:41][CH:42]=1)[C:12]1[CH:17]=[CH:16][CH:15]=[CH:14][CH:13]=1, predict the reactants needed to synthesize it. The reactants are: [O:1]1[CH:5]=[CH:4][CH:3]=[CH:2]1.[Li]CCCC.[CH2:11]([O:18][C@H:19]1[C@@H:23]([CH2:24][C@@H:25]2[CH2:29][O:28][C:27]([CH3:31])([CH3:30])[O:26]2)[O:22][C@@H:21]([CH2:32][CH:33]=[O:34])[C@@H:20]1[O:35][CH2:36][C:37]1[CH:42]=[CH:41][C:40]([O:43][CH3:44])=[CH:39][CH:38]=1)[C:12]1[CH:17]=[CH:16][CH:15]=[CH:14][CH:13]=1.C(O[C@H]1[C@@H](C[C@H]2COC(C)(C)O2)O[C@@H](CC=O)[C@@H]1OCC1C=CC(OC)=CC=1)C1C=CC=CC=1.[NH4+].[Cl-].